From a dataset of Catalyst prediction with 721,799 reactions and 888 catalyst types from USPTO. Predict which catalyst facilitates the given reaction. (1) Reactant: [C:1]1(=[O:11])[C:10]2[CH2:9][CH2:8][CH2:7][CH2:6][C:5]=2[CH:4]=[CH:3][NH:2]1.C(=O)([O-])[O-].[Cs+].[Cs+].[CH2:18](Br)[C:19]1[CH:24]=[CH:23][CH:22]=[CH:21][CH:20]=1.O. Product: [CH2:18]([N:2]1[CH:3]=[CH:4][C:5]2[CH2:6][CH2:7][CH2:8][CH2:9][C:10]=2[C:1]1=[O:11])[C:19]1[CH:24]=[CH:23][CH:22]=[CH:21][CH:20]=1. The catalyst class is: 3. (2) Reactant: [N:1]1[CH:6]=[CH:5][CH:4]=[C:3]([C:7]2[CH:8]=[C:9]3[C:14](=[CH:15][CH:16]=2)[NH:13][C:12](=[O:17])[CH2:11][CH2:10]3)[CH:2]=1.[Cl:18]N1C(=O)CCC1=O. Product: [Cl:18][C:15]1[CH:16]=[C:7]([C:3]2[CH:2]=[N:1][CH:6]=[CH:5][CH:4]=2)[CH:8]=[C:9]2[C:14]=1[NH:13][C:12](=[O:17])[CH2:11][CH2:10]2. The catalyst class is: 3.